This data is from Catalyst prediction with 721,799 reactions and 888 catalyst types from USPTO. The task is: Predict which catalyst facilitates the given reaction. (1) Reactant: [CH3:1][C:2]1[N:3]=[CH:4][C:5]2[C:10]([CH:11]=1)=[CH:9][CH:8]=[CH:7][CH:6]=2.[BH4-].[Na+]. Product: [CH3:1][CH:2]1[CH2:11][C:10]2[C:5](=[CH:6][CH:7]=[CH:8][CH:9]=2)[CH2:4][NH:3]1. The catalyst class is: 888. (2) Reactant: [F:1][C:2]1[CH:3]=[C:4]([C:8]#[C:9][C:10]2[CH:23]=[CH:22][N:13]3[C:14](=[O:21])[C:15]([C:18](O)=[O:19])=[CH:16][N:17]=[C:12]3[CH:11]=2)[CH:5]=[CH:6][CH:7]=1.[CH3:24][CH2:25][N:26](CC)CC.ClC(OCC)=O.C(N)C. Product: [CH2:25]([NH:26][C:18]([C:15]1[C:14](=[O:21])[N:13]2[CH:22]=[CH:23][C:10]([C:9]#[C:8][C:4]3[CH:5]=[CH:6][CH:7]=[C:2]([F:1])[CH:3]=3)=[CH:11][C:12]2=[N:17][CH:16]=1)=[O:19])[CH3:24]. The catalyst class is: 22. (3) Reactant: [CH:1]1[CH:2]=[CH:3][C:4]2[N:9](O)N=N[C:5]=2[CH:6]=1.[O:11]=[C:12]([N:17]1[CH2:22][CH2:21][N:20]([C:23](=[O:34])[C:24]2[CH:29]=[CH:28][CH:27]=[CH:26][C:25]=2[C:30]([F:33])([F:32])[F:31])[CH2:19][CH2:18]1)[CH2:13][C:14]([OH:16])=O.CCN=C=NC[CH2:41][CH2:42][N:43](C)C.Cl.C[N:48]([CH:50]=[O:51])C. Product: [CH3:41][C:42]1[O:51][C:50]([C:1]2[CH:6]=[CH:5][C:4]([NH:9][C:14](=[O:16])[CH2:13][C:12](=[O:11])[N:17]3[CH2:18][CH2:19][N:20]([C:23](=[O:34])[C:24]4[CH:29]=[CH:28][CH:27]=[CH:26][C:25]=4[C:30]([F:33])([F:32])[F:31])[CH2:21][CH2:22]3)=[CH:3][CH:2]=2)=[N:48][N:43]=1. The catalyst class is: 850.